From a dataset of Full USPTO retrosynthesis dataset with 1.9M reactions from patents (1976-2016). Predict the reactants needed to synthesize the given product. The reactants are: [CH3:1][C:2]1[C:10]2[C:5](=[CH:6][C:7]([NH:11][C:12]3[N:22]=[C:15]4[CH:16]=[CH:17][CH:18]=[C:19]([CH2:20]O)[N:14]4[N:13]=3)=[CH:8][CH:9]=2)[N:4](S(C2C=CC(C)=CC=2)(=O)=O)[N:3]=1.CS(OS(C)(=O)=O)(=O)=O.C(N(CC)CC)C.[NH:49]1[CH2:54][CH2:53][NH:52][CH2:51][C:50]1=[O:55].C[O-].[Na+]. Given the product [CH3:1][C:2]1[C:10]2[C:5](=[CH:6][C:7]([NH:11][C:12]3[N:22]=[C:15]4[CH:16]=[CH:17][CH:18]=[C:19]([CH2:20][N:52]5[CH2:53][CH2:54][NH:49][C:50](=[O:55])[CH2:51]5)[N:14]4[N:13]=3)=[CH:8][CH:9]=2)[NH:4][N:3]=1, predict the reactants needed to synthesize it.